This data is from Forward reaction prediction with 1.9M reactions from USPTO patents (1976-2016). The task is: Predict the product of the given reaction. (1) The product is: [N:1]1[CH:6]=[CH:5][C:4]([CH2:7][C:8]2[C:9]3[CH2:10][CH2:11][CH2:12][CH2:13][C:14]=3[C:15](=[O:16])[NH:20][N:19]=2)=[CH:3][CH:2]=1. Given the reactants [NH:1]1[CH:6]=[CH:5][C:4](=[C:7]2[C:15](=[O:16])[C:14]3[CH2:13][CH2:12][CH2:11][CH2:10][C:9]=3[C:8]2=O)[CH:3]=[CH:2]1.O.[NH2:19][NH2:20], predict the reaction product. (2) Given the reactants [Cl:1][C:2]1[C:11]2[CH2:10][N:9]([C@H:12]([C:16]([CH3:19])([CH3:18])[CH3:17])[C:13](O)=[O:14])[C:8](=[O:20])[C:7]3=[CH:21][NH:22][C:5]([C:6]=23)=[N:4][CH:3]=1.Cl.[NH:24]1[CH2:27][CH:26]([C:28]#[N:29])[CH2:25]1.CN(C(ON1N=NC2C=CC=NC1=2)=[N+](C)C)C.F[P-](F)(F)(F)(F)F.CN1CCOCC1, predict the reaction product. The product is: [Cl:1][C:2]1[C:11]2[CH2:10][N:9]([C@H:12]([C:16]([CH3:18])([CH3:19])[CH3:17])[C:13]([N:24]3[CH2:27][CH:26]([C:28]#[N:29])[CH2:25]3)=[O:14])[C:8](=[O:20])[C:7]3=[CH:21][NH:22][C:5]([C:6]=23)=[N:4][CH:3]=1. (3) The product is: [O:7]1[CH:4]=[N:2][C:10]([C:12]2[CH:13]=[CH:14][C:15]([C@H:18]3[CH2:23][N:22]([C:24]([O:26][C:27]([CH3:29])([CH3:30])[CH3:28])=[O:25])[CH2:21][CH2:20][N:19]3[C:31]([O:33][C:34]([CH3:37])([CH3:36])[CH3:35])=[O:32])=[CH:16][CH:17]=2)=[N:11]1. Given the reactants Cl.[NH2:2]O.[C:4](=[O:7])([O-])[O-].[Na+].[Na+].[C:10]([C:12]1[CH:17]=[CH:16][C:15]([C@H:18]2[CH2:23][N:22]([C:24]([O:26][C:27]([CH3:30])([CH3:29])[CH3:28])=[O:25])[CH2:21][CH2:20][N:19]2[C:31]([O:33][C:34]([CH3:37])([CH3:36])[CH3:35])=[O:32])=[CH:14][CH:13]=1)#[N:11].C(OCC)(OCC)OCC.O.C1(C)C=CC(S(O)(=O)=O)=CC=1, predict the reaction product. (4) Given the reactants [O:1]=[S:2]1(=[O:23])[CH2:7][CH2:6][N:5]([CH2:8][CH2:9][NH:10][S:11]([C:14]2[CH:19]=[CH:18][CH:17]=[CH:16][C:15]=2[N+:20]([O-:22])=[O:21])(=[O:13])=[O:12])[CH2:4][CH2:3]1.C(=O)([O-])[O-].[Cs+].[Cs+].Br[CH2:31][CH2:32][O:33][CH3:34].C(OCC)(=O)C, predict the reaction product. The product is: [O:23]=[S:2]1(=[O:1])[CH2:7][CH2:6][N:5]([CH2:8][CH2:9][N:10]([CH2:31][CH2:32][O:33][CH3:34])[S:11]([C:14]2[CH:19]=[CH:18][CH:17]=[CH:16][C:15]=2[N+:20]([O-:22])=[O:21])(=[O:12])=[O:13])[CH2:4][CH2:3]1. (5) Given the reactants CN(C(ON1N=NC2C=CC=NC1=2)=[N+](C)C)C.F[P-](F)(F)(F)(F)F.CCN(C(C)C)C(C)C.[CH3:34][O:35][C:36]1[CH:41]=[CH:40][CH:39]=[CH:38][C:37]=1[CH2:42][C:43]([OH:45])=O.[F:46][C:47]([F:68])([F:67])[C:48]1[CH:49]=[C:50]([S:54]([CH2:57][CH2:58][S:59][C:60]2[C:65]([NH2:66])=[CH:64][CH:63]=[CH:62][N:61]=2)(=[O:56])=[O:55])[CH:51]=[CH:52][CH:53]=1, predict the reaction product. The product is: [CH3:34][O:35][C:36]1[CH:41]=[CH:40][CH:39]=[CH:38][C:37]=1[CH2:42][C:43]([NH:66][C:65]1[C:60]([S:59][CH2:58][CH2:57][S:54]([C:50]2[CH:51]=[CH:52][CH:53]=[C:48]([C:47]([F:67])([F:68])[F:46])[CH:49]=2)(=[O:56])=[O:55])=[N:61][CH:62]=[CH:63][CH:64]=1)=[O:45]. (6) Given the reactants N([O-])=O.[Na+].[CH3:5][S:6][C:7]1[N:12]=[C:11]([C:13]2[CH:14]=[N:15][NH:16][C:17]=2N)[CH:10]=[CH:9][N:8]=1.OS(O)(=O)=O.[I-:24].[K+].N.II.[O-]S([O-])(=S)=O.[Na+].[Na+], predict the reaction product. The product is: [I:24][C:17]1[NH:16][N:15]=[CH:14][C:13]=1[C:11]1[CH:10]=[CH:9][N:8]=[C:7]([S:6][CH3:5])[N:12]=1. (7) Given the reactants O=[C:2]1[CH2:7][CH2:6][N:5]([C:8]([O:10][C:11]([CH3:14])([CH3:13])[CH3:12])=[O:9])[CH2:4][CH2:3]1.Cl.CN.[CH2:18]([N:20](CC)CC)C.[BH4-].[Na+].N, predict the reaction product. The product is: [CH3:18][NH:20][CH:2]1[CH2:7][CH2:6][N:5]([C:8]([O:10][C:11]([CH3:14])([CH3:13])[CH3:12])=[O:9])[CH2:4][CH2:3]1.